This data is from Catalyst prediction with 721,799 reactions and 888 catalyst types from USPTO. The task is: Predict which catalyst facilitates the given reaction. Reactant: [NH2:1][C:2]1[CH:3]=[C:4]([CH:25]=[CH:26][C:27]=1[NH2:28])[C:5]([N:7]1[CH2:12][CH2:11][C:10]2([CH2:20][C:19](=[O:21])[C:18]3[N:17]([CH:22]([CH3:24])[CH3:23])[N:16]=[CH:15][C:14]=3[CH2:13]2)[CH2:9][CH2:8]1)=[O:6].[N:29]([CH3:32])=[C:30]=[S:31]. Product: [NH2:1][C:2]1[CH:3]=[C:4]([C:5]([N:7]2[CH2:12][CH2:11][C:10]3([CH2:20][C:19](=[O:21])[C:18]4[N:17]([CH:22]([CH3:24])[CH3:23])[N:16]=[CH:15][C:14]=4[CH2:13]3)[CH2:9][CH2:8]2)=[O:6])[CH:25]=[CH:26][C:27]=1[NH:28][C:30]([NH:29][CH3:32])=[S:31]. The catalyst class is: 7.